This data is from Catalyst prediction with 721,799 reactions and 888 catalyst types from USPTO. The task is: Predict which catalyst facilitates the given reaction. (1) Reactant: Cl[C:2]1[N:7]=[CH:6][N:5]=[C:4]([N:8]2[CH2:13][CH2:12][O:11][CH2:10][CH2:9]2)[CH:3]=1.O.[NH2:15][NH2:16]. Product: [NH:15]([C:2]1[N:7]=[CH:6][N:5]=[C:4]([N:8]2[CH2:13][CH2:12][O:11][CH2:10][CH2:9]2)[CH:3]=1)[NH2:16]. The catalyst class is: 8. (2) Reactant: [F:1][C:2]([F:7])([F:6])[C:3]([O-:5])=[O:4].C[O:9][C:10]([NH:12][C@H:13]([C:23]1[NH2+:24][C:25]([C:28]2[CH:37]=[CH:36][C:35]3[C:30](=[CH:31][CH:32]=[CH:33][CH:34]=3)[CH:29]=2)=[CH:26][N:27]=1)[CH2:14][CH2:15][CH2:16][CH2:17][CH2:18][C:19](=[O:22])[CH2:20][CH3:21])=O.CCN(CC)CC.C(OC([C:47]([F:50])([F:49])[F:48])=O)([C:47]([F:50])([F:49])[F:48])=O. Product: [F:1][C:2]([F:7])([F:6])[C:3]([O-:5])=[O:4].[CH:29]1[C:30]2[C:35](=[CH:34][CH:33]=[CH:32][CH:31]=2)[CH:36]=[CH:37][C:28]=1[C:25]1[NH2+:24][C:23]([C@@H:13]([NH:12][C:10](=[O:9])[C:47]([F:50])([F:49])[F:48])[CH2:14][CH2:15][CH2:16][CH2:17][CH2:18][C:19](=[O:22])[CH2:20][CH3:21])=[N:27][CH:26]=1. The catalyst class is: 2. (3) Reactant: [Cl:1][C:2]1[C:11](F)=[CH:10][C:9]([C:13]2[CH:14]=[N:15][N:16]([CH3:18])[CH:17]=2)=[CH:8][C:3]=1[C:4]([O:6]C)=[O:5].[CH3:19][C:20](C)([O-:22])[CH3:21].[K+]. Product: [Cl:1][C:2]1[C:11]([O:22][CH:20]([CH3:21])[CH3:19])=[CH:10][C:9]([C:13]2[CH:14]=[N:15][N:16]([CH3:18])[CH:17]=2)=[CH:8][C:3]=1[C:4]([OH:6])=[O:5]. The catalyst class is: 41.